From a dataset of Forward reaction prediction with 1.9M reactions from USPTO patents (1976-2016). Predict the product of the given reaction. (1) Given the reactants [O:1]=[C:2]([C:9]1[CH:14]=[CH:13][CH:12]=[CH:11][N:10]=1)[CH2:3][C:4]([O:6][CH2:7][CH3:8])=[O:5].[Br:15]Br, predict the reaction product. The product is: [BrH:15].[Br:15][CH:3]([C:2](=[O:1])[C:9]1[CH:14]=[CH:13][CH:12]=[CH:11][N:10]=1)[C:4]([O:6][CH2:7][CH3:8])=[O:5]. (2) Given the reactants Br[C:2]1[CH:3]=[C:4]([Cl:21])[C:5]2[O:20][C:9]3[CH2:10][CH2:11][N:12]([C:15]([O:17][CH2:18][CH3:19])=[O:16])[CH2:13][CH2:14][C:8]=3[C:6]=2[CH:7]=1.[C:22]1([S:28]([O-:30])=[O:29])[CH:27]=[CH:26][CH:25]=[CH:24][CH:23]=1.[Na+], predict the reaction product. The product is: [Cl:21][C:4]1[C:5]2[O:20][C:9]3[CH2:10][CH2:11][N:12]([C:15]([O:17][CH2:18][CH3:19])=[O:16])[CH2:13][CH2:14][C:8]=3[C:6]=2[CH:7]=[C:2]([S:28]([C:22]2[CH:27]=[CH:26][CH:25]=[CH:24][CH:23]=2)(=[O:30])=[O:29])[CH:3]=1. (3) Given the reactants [F:1][C:2]1[CH:3]=[CH:4][C:5]([O:39][CH3:40])=[C:6]([C:8]([CH3:38])([CH3:37])[CH2:9][C:10]([OH:36])([C:32]([F:35])([F:34])[F:33])[CH2:11][NH:12][C:13]2[CH:21]=[C:20]([CH3:22])[CH:19]=[C:18]3[C:14]=2[CH:15]=[N:16][N:17]3[C:23]2[CH:24]=[C:25]([CH:29]=[CH:30][CH:31]=2)[C:26](O)=[O:27])[CH:7]=1.[NH:41]1[CH2:48][CH2:47][CH2:46][C@@H:42]1[C:43]([NH2:45])=[O:44], predict the reaction product. The product is: [F:1][C:2]1[CH:3]=[CH:4][C:5]([O:39][CH3:40])=[C:6]([C:8]([CH3:37])([CH3:38])[CH2:9][C:10]([OH:36])([C:32]([F:34])([F:35])[F:33])[CH2:11][NH:12][C:13]2[CH:21]=[C:20]([CH3:22])[CH:19]=[C:18]3[C:14]=2[CH:15]=[N:16][N:17]3[C:23]2[CH:24]=[C:25]([C:26]([N:41]3[CH2:48][CH2:47][CH2:46][C@@H:42]3[C:43]([NH2:45])=[O:44])=[O:27])[CH:29]=[CH:30][CH:31]=2)[CH:7]=1. (4) Given the reactants [OH:1][C:2]1[N:6]([C:7]2[CH:12]=[C:11]([C:13]#[N:14])[CH:10]=[CH:9][N:8]=2)[N:5]=[CH:4][CH:3]=1.[F:15][C:16]1[CH:21]=[CH:20][C:19]([CH2:22]O)=[C:18]([O:24][CH2:25][C:26]2[CH:31]=[CH:30][C:29]([F:32])=[CH:28][CH:27]=2)[CH:17]=1, predict the reaction product. The product is: [F:15][C:16]1[CH:21]=[CH:20][C:19]([CH2:22][O:1][C:2]2[N:6]([C:7]3[CH:12]=[C:11]([C:13]#[N:14])[CH:10]=[CH:9][N:8]=3)[N:5]=[CH:4][CH:3]=2)=[C:18]([O:24][CH2:25][C:26]2[CH:27]=[CH:28][C:29]([F:32])=[CH:30][CH:31]=2)[CH:17]=1. (5) Given the reactants [N:1]1[CH:6]=[CH:5][CH:4]=[CH:3][C:2]=1[CH2:7][C:8]([NH2:10])=[O:9].[H-].[Na+].[O:13]1[C:17]2[CH:18]=[CH:19][CH:20]=[CH:21][C:16]=2[CH:15]=[C:14]1[C:22]1[N:26]2[N:27]=[C:28](Cl)[CH:29]=[CH:30][C:25]2=[N:24][CH:23]=1, predict the reaction product. The product is: [O:13]1[C:17]2[CH:18]=[CH:19][CH:20]=[CH:21][C:16]=2[CH:15]=[C:14]1[C:22]1[N:26]2[N:27]=[C:28]([NH:10][C:8](=[O:9])[CH2:7][C:2]3[CH:3]=[CH:4][CH:5]=[CH:6][N:1]=3)[CH:29]=[CH:30][C:25]2=[N:24][CH:23]=1. (6) The product is: [Cl:27][C:24]1[CH:25]=[CH:26][C:21]([CH:8]([C:5]2[CH:4]=[CH:3][C:2]([C:34]3[CH:35]=[CH:36][C:31]([C:29]#[N:30])=[CH:32][CH:33]=3)=[CH:7][CH:6]=2)[CH2:9]/[C:10](=[N:11]\[OH:12])/[C:13]2[CH:14]=[CH:15][C:16](=[O:20])[N:17]([CH3:19])[CH:18]=2)=[C:22]([CH3:28])[CH:23]=1. Given the reactants Br[C:2]1[CH:7]=[CH:6][C:5]([CH:8]([C:21]2[CH:26]=[CH:25][C:24]([Cl:27])=[CH:23][C:22]=2[CH3:28])[CH2:9]/[C:10](/[C:13]2[CH:14]=[CH:15][C:16](=[O:20])[N:17]([CH3:19])[CH:18]=2)=[N:11]\[OH:12])=[CH:4][CH:3]=1.[C:29]([C:31]1[CH:36]=[CH:35][C:34](B(O)O)=[CH:33][CH:32]=1)#[N:30].O.C(=O)([O-])[O-].[Na+].[Na+], predict the reaction product.